This data is from Full USPTO retrosynthesis dataset with 1.9M reactions from patents (1976-2016). The task is: Predict the reactants needed to synthesize the given product. (1) Given the product [CH3:32][O:34][C:3]1[CH:2]=[CH:11][C:10]([B:14]2[O:18][C:17]([CH3:20])([CH3:19])[C:16]([CH3:22])([CH3:21])[O:15]2)=[CH:9][C:4]=1[C:5]([O:7][CH3:8])=[O:6], predict the reactants needed to synthesize it. The reactants are: Br[C:2]1[CH:3]=[C:4]([CH:9]=[C:10](OC)[CH:11]=1)[C:5]([O:7][CH3:8])=[O:6].[B:14]1([B:14]2[O:18][C:17]([CH3:20])([CH3:19])[C:16]([CH3:22])([CH3:21])[O:15]2)[O:18][C:17]([CH3:20])([CH3:19])[C:16]([CH3:22])([CH3:21])[O:15]1.[C:32]([O-])(=[O:34])C.[K+]. (2) Given the product [Cl:13][C:14]1[CH:19]=[CH:18][C:17]([C:2]2[C:7]([C:8]([O:10][CH3:11])=[O:9])=[CH:6][N:5]=[CH:4][C:3]=2[F:12])=[C:16]([F:23])[CH:15]=1, predict the reactants needed to synthesize it. The reactants are: Cl[C:2]1[C:7]([C:8]([O:10][CH3:11])=[O:9])=[CH:6][N:5]=[CH:4][C:3]=1[F:12].[Cl:13][C:14]1[CH:19]=[CH:18][C:17](B(O)O)=[C:16]([F:23])[CH:15]=1.P([O-])([O-])([O-])=O.[K+].[K+].[K+]. (3) Given the product [NH2:1][C:2]1[C:3]2[N:10]([CH2:11][C:12]3[CH:13]=[CH:14][CH:15]=[CH:16][CH:17]=3)[CH:9]=[C:8]([C:18]([NH:20][C:21]3[C:26]([Cl:27])=[C:25]([O:28][CH3:29])[CH:24]=[C:23]([O:31][CH3:32])[C:22]=3[Cl:33])=[O:19])[C:4]=2[N:5]=[CH:6][N:7]=1, predict the reactants needed to synthesize it. The reactants are: [NH2:1][C:2]1[C:3]2[N:10]([CH2:11][C:12]3[CH:17]=[CH:16][CH:15]=[CH:14][CH:13]=3)[CH:9]=[C:8]([C:18]([NH:20][C:21]3[C:26]([Cl:27])=[C:25]([O:28][CH3:29])[C:24](Br)=[C:23]([O:31][CH3:32])[C:22]=3[Cl:33])=[O:19])[C:4]=2[N:5]=[CH:6][N:7]=1.[Li]CCCC.CCCCCC.O. (4) Given the product [F:1][C:2]1[CH:3]=[C:4]([CH:49]=[CH:50][CH:51]=1)[CH2:5][N:6]1[CH:10]=[C:9]([C:11]2[C:19]3[C:14](=[N:15][CH:16]=[C:17]([C:20]4[CH:25]=[N:24][C:23]([N:26]5[CH2:31][CH2:30][NH:29][CH2:28][CH2:27]5)=[CH:22][CH:21]=4)[CH:18]=3)[N:13]([S:39]([C:42]3[CH:48]=[CH:47][C:45]([CH3:46])=[CH:44][CH:43]=3)(=[O:41])=[O:40])[CH:12]=2)[CH:8]=[N:7]1, predict the reactants needed to synthesize it. The reactants are: [F:1][C:2]1[CH:3]=[C:4]([CH:49]=[CH:50][CH:51]=1)[CH2:5][N:6]1[CH:10]=[C:9]([C:11]2[C:19]3[C:14](=[N:15][CH:16]=[C:17]([C:20]4[CH:21]=[CH:22][C:23]([N:26]5[CH2:31][CH2:30][N:29](C(OC(C)(C)C)=O)[CH2:28][CH2:27]5)=[N:24][CH:25]=4)[CH:18]=3)[N:13]([S:39]([C:42]3[CH:48]=[CH:47][C:45]([CH3:46])=[CH:44][CH:43]=3)(=[O:41])=[O:40])[CH:12]=2)[CH:8]=[N:7]1.